The task is: Predict the reactants needed to synthesize the given product.. This data is from Full USPTO retrosynthesis dataset with 1.9M reactions from patents (1976-2016). (1) Given the product [F:1][C:2]([F:30])([F:29])[C:3]1[CH:4]=[C:5]([C@H:13]2[O:17][C:16](=[O:18])[N:15]([CH2:19][C:20]3[CH:25]=[C:24]([Cl:26])[CH:23]=[CH:22][C:21]=3[C:34]3[CH:35]=[C:36]([C:39]4[CH:44]=[CH:43][C:42]([C:45]([O:47][CH3:48])=[O:46])=[CH:41][C:40]=4[CH3:49])[CH:37]=[CH:38][C:33]=3[O:32][CH3:31])[C@H:14]2[CH3:28])[CH:6]=[C:7]([C:9]([F:12])([F:11])[F:10])[CH:8]=1, predict the reactants needed to synthesize it. The reactants are: [F:1][C:2]([F:30])([F:29])[C:3]1[CH:4]=[C:5]([C@H:13]2[O:17][C:16](=[O:18])[N:15]([CH2:19][C:20]3[CH:25]=[C:24]([Cl:26])[CH:23]=[CH:22][C:21]=3Br)[C@H:14]2[CH3:28])[CH:6]=[C:7]([C:9]([F:12])([F:11])[F:10])[CH:8]=1.[CH3:31][O:32][C:33]1[CH:38]=[CH:37][C:36]([C:39]2[CH:44]=[CH:43][C:42]([C:45]([O:47][CH3:48])=[O:46])=[CH:41][C:40]=2[CH3:49])=[CH:35][C:34]=1B1OC(C)(C)C(C)(C)O1.C(=O)([O-])[O-].[Na+].[Na+].CCOC(C)=O. (2) Given the product [Cl:4][CH2:3][CH2:2][S:12]([C:9]1[CH:10]=[CH:11][C:6]([CH3:15])=[CH:7][CH:8]=1)(=[O:14])=[O:13], predict the reactants needed to synthesize it. The reactants are: Br[CH2:2][CH2:3][Cl:4].[Na].[C:6]1([CH3:15])[CH:11]=[CH:10][C:9]([S:12]([OH:14])=[O:13])=[CH:8][CH:7]=1. (3) Given the product [C:15]([C:11]1[CH:10]=[C:9]([C:2]2([OH:1])[CH2:7][CH2:6][CH:5]([N:21]3[CH2:24][CH:23]([NH:25][C:26]([CH2:28][NH:29][C:30](=[O:41])[C:31]4[CH:36]=[CH:35][CH:34]=[C:33]([C:37]([F:40])([F:38])[F:39])[CH:32]=4)=[O:27])[CH2:22]3)[CH2:4][CH2:3]2)[CH:14]=[CH:13][CH:12]=1)#[CH:16], predict the reactants needed to synthesize it. The reactants are: [OH:1][C:2]1([C:9]2[CH:14]=[CH:13][CH:12]=[C:11]([C:15]#[C:16][Si](C)(C)C)[CH:10]=2)[CH2:7][CH2:6][C:5](=O)[CH2:4][CH2:3]1.[NH:21]1[CH2:24][CH:23]([NH:25][C:26]([CH2:28][NH:29][C:30](=[O:41])[C:31]2[CH:36]=[CH:35][CH:34]=[C:33]([C:37]([F:40])([F:39])[F:38])[CH:32]=2)=[O:27])[CH2:22]1.CCCC[N+](CCCC)(CCCC)CCCC.[F-]. (4) Given the product [ClH:40].[F:1][C:2]1[CH:7]=[CH:6][C:5]([F:8])=[CH:4][C:3]=1[C@H:9]1[CH2:13][CH2:12][CH2:11][N:10]1[C:14]1[CH:15]=[CH:16][C:17]2[N:18]([C:20]([NH:23][C:24]([N:26]3[CH2:31][CH2:30][NH:29][C@H:28]([CH3:39])[CH2:27]3)=[O:25])=[CH:21][N:22]=2)[N:19]=1, predict the reactants needed to synthesize it. The reactants are: [F:1][C:2]1[CH:7]=[CH:6][C:5]([F:8])=[CH:4][C:3]=1[C@H:9]1[CH2:13][CH2:12][CH2:11][N:10]1[C:14]1[CH:15]=[CH:16][C:17]2[N:18]([C:20]([NH:23][C:24]([N:26]3[CH2:31][CH2:30][N:29](C(OC(C)(C)C)=O)[C@H:28]([CH3:39])[CH2:27]3)=[O:25])=[CH:21][N:22]=2)[N:19]=1.[ClH:40]. (5) Given the product [Cl:1][C:2]1[CH:7]=[CH:6][N:5]=[C:4]2[CH:8]=[C:9]([C:11]([N:14]3[CH2:18][CH2:17][CH2:16][CH2:15]3)=[O:13])[S:10][C:3]=12, predict the reactants needed to synthesize it. The reactants are: [Cl:1][C:2]1[CH:7]=[CH:6][N:5]=[C:4]2[CH:8]=[C:9]([C:11]([OH:13])=O)[S:10][C:3]=12.[NH:14]1[CH2:18][CH2:17][CH2:16][CH2:15]1. (6) Given the product [NH2:25][C:4]1[C:3]([C:30]#[C:29]/[CH:28]=[CH:27]/[CH2:26][OH:31])=[N:8][CH:7]=[N:6][C:5]=1[NH:9][C:10]1[CH:15]=[CH:14][C:13]([O:16][C:17]2[CH:18]=[N:19][C:20]([CH3:23])=[CH:21][CH:22]=2)=[C:12]([CH3:24])[CH:11]=1, predict the reactants needed to synthesize it. The reactants are: I.I[C:3]1[N:8]=[CH:7][N:6]=[C:5]([NH:9][C:10]2[CH:15]=[CH:14][C:13]([O:16][C:17]3[CH:18]=[N:19][C:20]([CH3:23])=[CH:21][CH:22]=3)=[C:12]([CH3:24])[CH:11]=2)[C:4]=1[NH2:25].[CH2:26]([OH:31])[CH:27]=[CH:28][C:29]#[CH:30].